Dataset: Peptide-MHC class I binding affinity with 185,985 pairs from IEDB/IMGT. Task: Regression. Given a peptide amino acid sequence and an MHC pseudo amino acid sequence, predict their binding affinity value. This is MHC class I binding data. (1) The peptide sequence is KVGNFTGLY. The MHC is HLA-A11:01 with pseudo-sequence HLA-A11:01. The binding affinity (normalized) is 0.347. (2) The peptide sequence is KALGPAATL. The MHC is HLA-A68:01 with pseudo-sequence HLA-A68:01. The binding affinity (normalized) is 0.